From a dataset of NCI-60 drug combinations with 297,098 pairs across 59 cell lines. Regression. Given two drug SMILES strings and cell line genomic features, predict the synergy score measuring deviation from expected non-interaction effect. (1) Drug 2: CCN(CC)CCNC(=O)C1=C(NC(=C1C)C=C2C3=C(C=CC(=C3)F)NC2=O)C. Cell line: NCI-H460. Drug 1: CCC1=C2CN3C(=CC4=C(C3=O)COC(=O)C4(CC)O)C2=NC5=C1C=C(C=C5)O. Synergy scores: CSS=35.9, Synergy_ZIP=2.00, Synergy_Bliss=2.12, Synergy_Loewe=-34.1, Synergy_HSA=2.20. (2) Drug 1: COC1=CC(=CC(=C1O)OC)C2C3C(COC3=O)C(C4=CC5=C(C=C24)OCO5)OC6C(C(C7C(O6)COC(O7)C8=CC=CS8)O)O. Drug 2: C#CCC(CC1=CN=C2C(=N1)C(=NC(=N2)N)N)C3=CC=C(C=C3)C(=O)NC(CCC(=O)O)C(=O)O. Cell line: HL-60(TB). Synergy scores: CSS=35.8, Synergy_ZIP=-8.06, Synergy_Bliss=-15.5, Synergy_Loewe=-12.8, Synergy_HSA=-10.8. (3) Drug 1: C1=CC(=CC=C1CC(C(=O)O)N)N(CCCl)CCCl.Cl. Drug 2: N.N.Cl[Pt+2]Cl. Cell line: HOP-92. Synergy scores: CSS=7.55, Synergy_ZIP=3.86, Synergy_Bliss=2.53, Synergy_Loewe=-3.89, Synergy_HSA=2.62. (4) Drug 1: C1=CC(=C2C(=C1NCCNCCO)C(=O)C3=C(C=CC(=C3C2=O)O)O)NCCNCCO. Drug 2: CN(C)N=NC1=C(NC=N1)C(=O)N. Cell line: HOP-62. Synergy scores: CSS=57.5, Synergy_ZIP=2.90, Synergy_Bliss=2.48, Synergy_Loewe=-47.8, Synergy_HSA=0.450.